This data is from Peptide-MHC class I binding affinity with 185,985 pairs from IEDB/IMGT. The task is: Regression. Given a peptide amino acid sequence and an MHC pseudo amino acid sequence, predict their binding affinity value. This is MHC class I binding data. The peptide sequence is NVVHAIILH. The MHC is HLA-A68:01 with pseudo-sequence HLA-A68:01. The binding affinity (normalized) is 0.324.